Dataset: Reaction yield outcomes from USPTO patents with 853,638 reactions. Task: Predict the reaction yield, written as a fraction of the theoretical maximum amount of product (1.0 means a 100% yield; for example, 0.34 means a 34% yield). (1) The reactants are Br[C:2]1[CH:7]=[CH:6][CH:5]=[CH:4][C:3]=1[N:8]1[C:20]2[CH:19]=[CH:18][CH:17]=[CH:16][C:15]=2C2C1=CC=CC=2.[CH3:21][CH2:22][CH2:23][CH2:24][CH2:25][CH3:26].[CH2:27]([Li])[CH2:28][CH2:29][CH3:30].[B:32]([O:37]C)(OC)[O:33]C.Cl.O1CC[CH2:42][CH2:41]1. No catalyst specified. The product is [CH:23]1[C:22]2[N:8]([C:3]3[CH:4]=[CH:5][C:6]([C:28]4[C:29]([B:32]([OH:37])[OH:33])=[CH:30][CH:41]=[CH:42][CH:27]=4)=[CH:7][CH:2]=3)[C:20]3[C:15](=[CH:16][CH:17]=[CH:18][CH:19]=3)[C:21]=2[CH:26]=[CH:25][CH:24]=1. The yield is 0.550. (2) The reactants are [CH3:1][O:2][C:3](=[O:13])[C:4]1[C:9]([O:10][CH3:11])=[CH:8][C:7]([NH2:12])=[N:6][CH:5]=1.[I:14]I. The catalyst is CO.C(Cl)Cl.FC(F)(F)C([O-])=O.[Ag+]. The product is [CH3:1][O:2][C:3](=[O:13])[C:4]1[C:9]([O:10][CH3:11])=[C:8]([I:14])[C:7]([NH2:12])=[N:6][CH:5]=1. The yield is 0.590. (3) The reactants are [C:1]1([C:7]2[O:11][N:10]=[C:9]([C@H:12]3[CH2:16][CH2:15][CH2:14][N:13]3C(OC(C)(C)C)=O)[CH:8]=2)[CH:6]=[CH:5][CH:4]=[CH:3][CH:2]=1.C(O)(C(F)(F)F)=O. The catalyst is ClCCl. The product is [C:1]1([C:7]2[O:11][N:10]=[C:9]([C@H:12]3[CH2:16][CH2:15][CH2:14][NH:13]3)[CH:8]=2)[CH:2]=[CH:3][CH:4]=[CH:5][CH:6]=1. The yield is 0.980. (4) The reactants are [N+:1]([C:4]1[O:8][C:7]([C:9](Cl)=[O:10])=[CH:6][CH:5]=1)([O-:3])=[O:2].[NH2:12][C:13]1[S:14][C:15]2[CH:21]=[CH:20][CH:19]=[C:18]([O:22][CH3:23])[C:16]=2[N:17]=1.N1C=CC=CC=1. The catalyst is C(Cl)Cl. The product is [CH3:23][O:22][C:18]1[C:16]2[N:17]=[C:13]([NH:12][C:9]([C:7]3[O:8][C:4]([N+:1]([O-:3])=[O:2])=[CH:5][CH:6]=3)=[O:10])[S:14][C:15]=2[CH:21]=[CH:20][CH:19]=1. The yield is 0.290. (5) The reactants are [Cl-].O[NH3+:3].[C:4](=[O:7])([O-])[OH:5].[Na+].CS(C)=O.[CH2:13]([C:17]1[N:18]=[C:19]([CH3:51])[N:20]([CH2:39][C:40]2[N:44]=[C:43]([C:45]3[CH:50]=[CH:49][CH:48]=[CH:47][CH:46]=3)[O:42][N:41]=2)[C:21](=[O:38])[C:22]=1[CH2:23][C:24]1[CH:29]=[CH:28][C:27]([C:30]2[C:31]([C:36]#[N:37])=[CH:32][CH:33]=[CH:34][CH:35]=2)=[CH:26][CH:25]=1)[CH2:14][CH2:15][CH3:16]. The catalyst is C(OCC)(=O)C. The product is [CH2:13]([C:17]1[N:18]=[C:19]([CH3:51])[N:20]([CH2:39][C:40]2[N:44]=[C:43]([C:45]3[CH:50]=[CH:49][CH:48]=[CH:47][CH:46]=3)[O:42][N:41]=2)[C:21](=[O:38])[C:22]=1[CH2:23][C:24]1[CH:25]=[CH:26][C:27]([C:30]2[CH:35]=[CH:34][CH:33]=[CH:32][C:31]=2[C:36]2[NH:3][C:4](=[O:7])[O:5][N:37]=2)=[CH:28][CH:29]=1)[CH2:14][CH2:15][CH3:16]. The yield is 0.690. (6) The reactants are [NH2:1][C:2]1[N:3]=[C:4]([CH3:22])[C:5]2=[C:6]([CH2:8][C@H:9]([C:14]3[CH:19]=[CH:18][C:17]([F:20])=[CH:16][C:15]=3[Br:21])[NH:10]/[C:11]/2=[N:12]\[OH:13])[N:7]=1.C([O-])([O-])=O.[Cs+].[Cs+].Br[CH:30]1[CH2:34][CH2:33][O:32][C:31]1=[O:35]. The catalyst is CN(C=O)C. The product is [NH2:1][C:2]1[N:3]=[C:4]([CH3:22])[C:5]2=[C:6]([CH2:8][C@H:9]([C:14]3[CH:19]=[CH:18][C:17]([F:20])=[CH:16][C:15]=3[Br:21])[NH:10]/[C:11]/2=[N:12]\[O:13][CH:30]2[CH2:34][CH2:33][O:32][C:31]2=[O:35])[N:7]=1. The yield is 0.780. (7) The reactants are C[O:2][C:3]([CH:5]1[C:10]([CH3:12])([CH3:11])[S:9][CH2:8][CH2:7][N:6]1[S:13]([C:16]1[CH:21]=[CH:20][C:19]([O:22][CH2:23][C:24]#[C:25][CH2:26][CH2:27][CH2:28][NH:29][C:30]([O:32][C:33]([CH3:36])([CH3:35])[CH3:34])=[O:31])=[CH:18][CH:17]=1)(=[O:15])=[O:14])=[O:4].[I-].[Li+]. The catalyst is C(OCC)(=O)C. The product is [C:33]([O:32][C:30]([NH:29][CH2:28][CH2:27][CH2:26][C:25]#[C:24][CH2:23][O:22][C:19]1[CH:20]=[CH:21][C:16]([S:13]([N:6]2[CH2:7][CH2:8][S:9][C:10]([CH3:12])([CH3:11])[CH:5]2[C:3]([OH:4])=[O:2])(=[O:15])=[O:14])=[CH:17][CH:18]=1)=[O:31])([CH3:36])([CH3:34])[CH3:35]. The yield is 0.560. (8) The reactants are [Cl:1][C:2]1[CH:7]=[C:6](/[CH:8]=[CH:9]/N(C)C)[C:5]([N+:13]([O-])=O)=[CH:4][N:3]=1.C(O)(=O)C. The catalyst is C(OCC)(=O)C.[Fe]. The product is [Cl:1][C:2]1[CH:7]=[C:6]2[CH:8]=[CH:9][NH:13][C:5]2=[CH:4][N:3]=1. The yield is 0.540.